This data is from Full USPTO retrosynthesis dataset with 1.9M reactions from patents (1976-2016). The task is: Predict the reactants needed to synthesize the given product. (1) Given the product [S:26]1[CH:30]=[CH:29][CH:28]=[C:27]1[C:31]([NH:1][C:2]1[CH:3]=[C:4]([C:8]2[C:16]3[C:11](=[CH:12][CH:13]=[C:14]([C:17]([NH2:19])=[O:18])[CH:15]=3)[NH:10][N:9]=2)[CH:5]=[CH:6][CH:7]=1)=[O:32], predict the reactants needed to synthesize it. The reactants are: [NH2:1][C:2]1[CH:3]=[C:4]([C:8]2[C:16]3[C:11](=[CH:12][CH:13]=[C:14]([C:17]([NH2:19])=[O:18])[CH:15]=3)[N:10](C3CCCCO3)[N:9]=2)[CH:5]=[CH:6][CH:7]=1.[S:26]1[CH:30]=[CH:29][CH:28]=[C:27]1[C:31](O)=[O:32].CCN=C=NCCCN(C)C. (2) Given the product [Cl:7][C:6]([Cl:9])([Cl:8])[C:5]([O:4][C:2]([N:44]1[C@H:18]2[C:17]([C:15]([O:14][CH2:12][CH3:13])=[O:16])=[C:24]([C:25]3[CH:26]=[N:27][C:28]([O:31][CH2:32][CH2:33][O:34][C:35]4[C:40]([Cl:41])=[CH:39][C:38]([CH3:42])=[CH:37][C:36]=4[Cl:43])=[CH:29][CH:30]=3)[CH2:23][C@@H:22]1[CH2:21][N:20]([C:46]([O:48][C:49]([CH3:50])([CH3:52])[CH3:51])=[O:47])[CH2:19]2)=[O:3])([CH3:11])[CH3:10], predict the reactants needed to synthesize it. The reactants are: Cl[C:2]([O:4][C:5]([CH3:11])([CH3:10])[C:6]([Cl:9])([Cl:8])[Cl:7])=[O:3].[CH2:12]([O:14][C:15]([C:17]1[C@@H:18]2[N:44](C)[C@H:22]([CH2:23][C:24]=1[C:25]1[CH:26]=[N:27][C:28]([O:31][CH2:32][CH2:33][O:34][C:35]3[C:40]([Cl:41])=[CH:39][C:38]([CH3:42])=[CH:37][C:36]=3[Cl:43])=[CH:29][CH:30]=1)[CH2:21][N:20]([C:46]([O:48][C:49]([CH3:52])([CH3:51])[CH3:50])=[O:47])[CH2:19]2)=[O:16])[CH3:13]. (3) Given the product [CH3:21][N:22]([C:5]1[CH:6]=[CH:7][CH:8]=[C:9]([O:10][CH3:11])[C:4]=1[CH2:1][CH:2]=[CH2:3])[C:23](=[O:24])[CH3:16], predict the reactants needed to synthesize it. The reactants are: [CH2:1]([C:4]1[C:9]([O:10][CH3:11])=[CH:8][CH:7]=[CH:6][C:5]=1CC(N)=O)[CH:2]=[CH2:3].[CH3:16]I.[H-].[Na+].O.[CH3:21][N:22](C)[CH:23]=[O:24]. (4) Given the product [NH2:8][C:5]1[N:4]=[C:3]([N:9]2[C:17]3[C:12](=[CH:13][CH:14]=[C:15]([C:28]#[C:27][C:25]([C:23]4[O:22][N:21]=[C:20]([CH3:19])[N:24]=4)([OH:29])[CH3:26])[CH:16]=3)[CH2:11][CH2:10]2)[C:2]([Cl:1])=[CH:7][N:6]=1, predict the reactants needed to synthesize it. The reactants are: [Cl:1][C:2]1[C:3]([N:9]2[C:17]3[C:12](=[CH:13][CH:14]=[C:15](I)[CH:16]=3)[CH2:11][CH2:10]2)=[N:4][C:5]([NH2:8])=[N:6][CH:7]=1.[CH3:19][C:20]1[N:24]=[C:23]([C:25]([OH:29])([C:27]#[CH:28])[CH3:26])[O:22][N:21]=1. (5) Given the product [O:23]=[C:22]1[N:8]([CH:9]2[CH2:10][CH2:11][NH:12][CH2:13][CH2:14]2)[C:3]2[CH:4]=[N:5][CH:6]=[CH:7][C:2]=2[NH:1]1, predict the reactants needed to synthesize it. The reactants are: [NH2:1][C:2]1[CH:7]=[CH:6][N:5]=[CH:4][C:3]=1[NH:8][CH:9]1[CH2:14][CH2:13][N:12](CC2C=CC=CC=2)[CH2:11][CH2:10]1.[C:22](N1C=CN=C1)(N1C=CN=C1)=[O:23].